This data is from Forward reaction prediction with 1.9M reactions from USPTO patents (1976-2016). The task is: Predict the product of the given reaction. (1) Given the reactants [Br:1][C:2]1[C:3]([Cl:9])=[N:4][C:5]([CH3:8])=[CH:6][CH:7]=1.[Br:10]N1C(=O)CCC1=O.CC(N=NC(C#N)(C)C)(C#N)C, predict the reaction product. The product is: [Br:1][C:2]1[C:3]([Cl:9])=[N:4][C:5]([CH2:8][Br:10])=[CH:6][CH:7]=1. (2) The product is: [C:28]([O:31][CH2:32][C:33]1[CH:34]=[CH:35][C:36]([CH2:40][C:41]2[CH:22]=[CH:23][C:24]([CH3:25])=[CH:43][CH:42]=2)=[C:37]([OH:39])[CH:38]=1)(=[O:30])[CH3:29]. Given the reactants C(OC=C)(=O)C.[CH3:22][CH2:23][CH2:24][CH2:25][Sn](Cl)(O[Sn](Cl)([CH2:22][CH2:23][CH2:24][CH3:25])[CH2:22][CH2:23][CH2:24][CH3:25])[CH2:22][CH2:23][CH2:24][CH3:25].[C:28]([O:31][CH2:32][C:33]1[CH:34]=[CH:35][C:36]([CH2:40][C:41]2C=CC(OC)=[CH:43][CH:42]=2)=[C:37]([OH:39])[CH:38]=1)(=[O:30])[CH3:29], predict the reaction product. (3) Given the reactants [CH2:1]([O:3][C:4]([C:6]1[N:7]([C:17]2[CH:22]=[CH:21][C:20]([O:23][CH:24]3[CH2:28][CH2:27][CH2:26][CH2:25]3)=[CH:19][CH:18]=2)[C:8]2[C:13]([C:14]=1[Cl:15])=[CH:12][C:11](Br)=[CH:10][CH:9]=2)=[O:5])[CH3:2].CNCCNC.[Na+].[I-:36].O1CCOCC1, predict the reaction product. The product is: [CH2:1]([O:3][C:4]([C:6]1[N:7]([C:17]2[CH:22]=[CH:21][C:20]([O:23][CH:24]3[CH2:28][CH2:27][CH2:26][CH2:25]3)=[CH:19][CH:18]=2)[C:8]2[C:13]([C:14]=1[Cl:15])=[CH:12][C:11]([I:36])=[CH:10][CH:9]=2)=[O:5])[CH3:2]. (4) Given the reactants [CH2:1]([C:3]1[CH:12]=[CH:11][CH:10]=[C:9]2[C:4]=1[CH2:5][CH2:6][C:7]([NH2:16])([C:13]([OH:15])=[O:14])[CH2:8]2)[CH3:2].C(N(CC)CC)C.[C:24](=O)([O:40]N1C(=O)CCC1=O)[O:25][CH2:26][CH:27]1[C:39]2[CH:38]=[CH:37][CH:36]=[CH:35][C:34]=2[C:33]2[C:28]1=[CH:29][CH:30]=[CH:31][CH:32]=2, predict the reaction product. The product is: [C:24]([CH:8]1[C:9]2[C:4](=[C:3]([CH2:1][CH3:2])[CH:12]=[CH:11][CH:10]=2)[CH2:5][CH2:6][C:7]1([NH2:16])[C:13]([OH:15])=[O:14])([O:25][CH2:26][CH:27]1[C:28]2[C:33](=[CH:32][CH:31]=[CH:30][CH:29]=2)[C:34]2[C:39]1=[CH:38][CH:37]=[CH:36][CH:35]=2)=[O:40]. (5) Given the reactants [CH3:1][NH:2][CH3:3].C(O[C:9](=O)[N:10]([C:12]1[N:20]=[CH:19][N:18]=[C:17]2[C:13]=1[N:14]=[CH:15][N:16]2[C:21]1[CH:26]=[CH:25][C:24]([NH:27][C:28]([NH:30][C:31]2[CH:36]=[CH:35][C:34]([CH:37]=O)=[C:33]([C:39]([F:42])([F:41])[F:40])[CH:32]=2)=[O:29])=[CH:23][CH:22]=1)C)(C)(C)C, predict the reaction product. The product is: [CH3:1][N:2]([CH2:37][C:34]1[CH:35]=[CH:36][C:31]([NH:30][C:28]([NH:27][C:24]2[CH:25]=[CH:26][C:21]([N:16]3[CH:15]=[N:14][C:13]4[C:17]3=[N:18][CH:19]=[N:20][C:12]=4[NH:10][CH3:9])=[CH:22][CH:23]=2)=[O:29])=[CH:32][C:33]=1[C:39]([F:42])([F:40])[F:41])[CH3:3].